From a dataset of Peptide-MHC class II binding affinity with 134,281 pairs from IEDB. Regression. Given a peptide amino acid sequence and an MHC pseudo amino acid sequence, predict their binding affinity value. This is MHC class II binding data. (1) The peptide sequence is TPESATPFPHRKGVL. The MHC is DRB1_1001 with pseudo-sequence DRB1_1001. The binding affinity (normalized) is 0.484. (2) The peptide sequence is LLPNDRVLDILVARR. The MHC is DRB1_0101 with pseudo-sequence DRB1_0101. The binding affinity (normalized) is 0.761. (3) The peptide sequence is YIITPTNVSHIQSAVVSGRR. The MHC is DRB1_1201 with pseudo-sequence DRB1_1201. The binding affinity (normalized) is 0.593. (4) The peptide sequence is VSDPSKLNNQFGSMP. The MHC is DRB1_1101 with pseudo-sequence DRB1_1101. The binding affinity (normalized) is 0.199.